Dataset: Full USPTO retrosynthesis dataset with 1.9M reactions from patents (1976-2016). Task: Predict the reactants needed to synthesize the given product. (1) Given the product [CH3:10][N:9]1[C:5]([CH2:3][NH:2][CH3:1])=[CH:6][C:7]2[CH:13]=[CH:12][S:11][C:8]1=2, predict the reactants needed to synthesize it. The reactants are: [CH3:1][NH:2][C:3]([C:5]1[N:9]([CH3:10])[C:8]2[S:11][CH:12]=[CH:13][C:7]=2[CH:6]=1)=O.[H-].[H-].[H-].[H-].[Li+].[Al+3]. (2) Given the product [F:17][C:4]1[CH:3]=[C:2]([C:21]2[CH:20]=[C:19]([F:18])[C:24]([F:25])=[C:23]([F:26])[CH:22]=2)[C:10]2[N:9]3[CH2:11][CH2:12][NH:13][C:14](=[O:15])[C:8]3=[C:7]([CH3:16])[C:6]=2[CH:5]=1, predict the reactants needed to synthesize it. The reactants are: Br[C:2]1[C:10]2[N:9]3[CH2:11][CH2:12][NH:13][C:14](=[O:15])[C:8]3=[C:7]([CH3:16])[C:6]=2[CH:5]=[C:4]([F:17])[CH:3]=1.[F:18][C:19]1[CH:20]=[C:21](B(O)O)[CH:22]=[C:23]([F:26])[C:24]=1[F:25]. (3) Given the product [ClH:33].[ClH:33].[S:22]1[CH:23]=[CH:24][N:25]=[C:21]1[C:17]1[N:16]=[C:15]([NH:14][C:11]2[N:10]=[CH:9][C:8]([N:7]3[CH2:6][CH2:5][NH:4][CH2:3][C:2]3=[O:1])=[CH:13][CH:12]=2)[CH:20]=[CH:19][CH:18]=1, predict the reactants needed to synthesize it. The reactants are: [O:1]=[C:2]1[N:7]([C:8]2[CH:9]=[N:10][C:11]([NH:14][C:15]3[CH:20]=[CH:19][CH:18]=[C:17]([C:21]4[S:22][CH:23]=[CH:24][N:25]=4)[N:16]=3)=[CH:12][CH:13]=2)[CH2:6][CH2:5][N:4](C(OC(C)(C)C)=O)[CH2:3]1.[ClH:33].O1CCOCC1.